This data is from Full USPTO retrosynthesis dataset with 1.9M reactions from patents (1976-2016). The task is: Predict the reactants needed to synthesize the given product. (1) Given the product [F:1][C:2]1[CH:3]=[CH:4][C:5]([C@@H:8]2[O:9][CH2:10][CH2:11][N:12]([CH2:14][C:15]3[CH:16]=[CH:17][CH:18]=[CH:19][CH:20]=3)[CH2:13]2)=[CH:6][CH:7]=1, predict the reactants needed to synthesize it. The reactants are: [F:1][C:2]1[CH:7]=[CH:6][C:5]([C@H:8]2[CH2:13][N:12]([CH2:14][C:15]3[CH:20]=[CH:19][CH:18]=[CH:17][CH:16]=3)[C:11](=O)[CH2:10][O:9]2)=[CH:4][CH:3]=1.[H-].[Al+3].[Li+].[H-].[H-].[H-]. (2) Given the product [Br:1][C:2]1[CH:3]=[C:4]([CH:9]=[CH:10][C:11]=1[O:12][CH:13]1[CH2:16][CH2:14]1)[C:5]([O:7][CH3:8])=[O:6], predict the reactants needed to synthesize it. The reactants are: [Br:1][C:2]1[CH:3]=[C:4]([CH:9]=[CH:10][C:11]=1[O:12][CH:13]=[CH2:14])[C:5]([O:7][CH3:8])=[O:6].[Zn](CC)[CH2:16]C.ClCI.[NH4+].[Cl-]. (3) Given the product [CH3:1][C:2]1[C:11]2[CH2:10][CH2:9][CH2:8][CH2:7][C:6]=2[C:5]([NH2:12])=[CH:4][CH:3]=1, predict the reactants needed to synthesize it. The reactants are: [CH3:1][C:2]1[C:11]2[C:6](=[CH:7][CH:8]=[CH:9][CH:10]=2)[C:5]([N+:12]([O-])=O)=[CH:4][CH:3]=1. (4) Given the product [Cl:1][C:2]1[C:7]([C:16]#[C:15][Si:12]([CH3:14])([CH3:13])[CH3:11])=[C:6]([CH3:9])[N:5]=[C:4]([NH2:10])[N:3]=1, predict the reactants needed to synthesize it. The reactants are: [Cl:1][C:2]1[C:7](I)=[C:6]([CH3:9])[N:5]=[C:4]([NH2:10])[N:3]=1.[CH3:11][Si:12]([C:15]#[CH:16])([CH3:14])[CH3:13].C1(P(C2C=CC=CC=2)C2C=CC=CC=2)C=CC=CC=1.C(N(CC)CC)C.